From a dataset of Forward reaction prediction with 1.9M reactions from USPTO patents (1976-2016). Predict the product of the given reaction. (1) Given the reactants Br[C:2]1[CH:3]=[C:4]([C:11]([CH3:20])([CH3:19])[CH2:12][C:13](=[O:18])[C:14]([F:17])([F:16])[F:15])[C:5]2[O:9][CH2:8][CH2:7][C:6]=2[CH:10]=1.[N:21]1[CH:26]=[CH:25][CH:24]=[C:23](B(O)O)[CH:22]=1.C(=O)([O-])[O-].[K+].[K+], predict the reaction product. The product is: [F:15][C:14]([F:17])([F:16])[C:13](=[O:18])[CH2:12][C:11]([CH3:20])([C:4]1[C:5]2[O:9][CH2:8][CH2:7][C:6]=2[CH:10]=[C:2]([C:23]2[CH:22]=[N:21][CH:26]=[CH:25][CH:24]=2)[CH:3]=1)[CH3:19]. (2) Given the reactants [Cl:1][C:2]1[CH:3]=[C:4]([C:9]2[CH2:13][C:12](=[O:14])[N:11]([C@H:15]([C:17]3[CH:27]=[CH:26][C:20]([C:21]([O:23][CH2:24][CH3:25])=[O:22])=[CH:19][CH:18]=3)[CH3:16])[N:10]=2)[CH:5]=[C:6]([Cl:8])[CH:7]=1.C(N(CC)CC)C.[S:35](O[S:35]([C:38]([F:41])([F:40])[F:39])(=[O:37])=[O:36])([C:38]([F:41])([F:40])[F:39])(=[O:37])=[O:36].C(OCC)(=O)C, predict the reaction product. The product is: [Cl:1][C:2]1[CH:3]=[C:4]([C:9]2[CH:13]=[C:12]([O:14][S:35]([C:38]([F:41])([F:40])[F:39])(=[O:37])=[O:36])[N:11]([C@H:15]([C:17]3[CH:27]=[CH:26][C:20]([C:21]([O:23][CH2:24][CH3:25])=[O:22])=[CH:19][CH:18]=3)[CH3:16])[N:10]=2)[CH:5]=[C:6]([Cl:8])[CH:7]=1. (3) Given the reactants [CH3:1][N:2]1[C:6]2([CH2:14][C:13]3[C:8](=[CH:9][CH:10]=[C:11]([N+:15]([O-:17])=[O:16])[CH:12]=3)[CH2:7]2)[C:5](=[O:18])[NH:4][C:3]1=[O:19].[N+:20]([O-])(O)=O.OS(O)(=O)=O, predict the reaction product. The product is: [NH2:20][C:10]1[CH:9]=[C:8]2[C:13](=[CH:12][C:11]=1[N+:15]([O-:17])=[O:16])[CH2:14][C:6]1([C:5](=[O:18])[NH:4][C:3](=[O:19])[N:2]1[CH3:1])[CH2:7]2. (4) Given the reactants Br[C:2]1[C:3]([C:14](=[O:16])[CH3:15])=[C:4]([O:12][CH3:13])[C:5]2[O:10][CH2:9][CH2:8][O:7][C:6]=2[CH:11]=1.[CH3:17][O-:18].[Na+], predict the reaction product. The product is: [CH3:13][O:12][C:4]1[C:5]2[O:10][CH2:9][CH2:8][O:7][C:6]=2[CH:11]=[C:2]([O:18][CH3:17])[C:3]=1[C:14](=[O:16])[CH3:15]. (5) Given the reactants [NH2:1][C:2]1[C:19]([O:20][CH3:21])=[CH:18][C:17]2[C@@H:16]3[C@H:7]([C@H:8]4[C@@:12]([CH2:14][CH2:15]3)([CH3:13])[C:11](=[CH2:22])[CH2:10][CH2:9]4)[CH2:6][CH2:5][C:4]=2[CH:3]=1.[CH3:23]C(C)(C)C(C(OC(C(=O)C(C)(C)C)=O)=O)=O, predict the reaction product. The product is: [NH2:1][C:2]1[C:19]([O:20][CH2:21][CH3:23])=[CH:18][C:17]2[C@@H:16]3[C@H:7]([C@H:8]4[C@@:12]([CH2:14][CH2:15]3)([CH3:13])[C:11](=[CH2:22])[CH2:10][CH2:9]4)[CH2:6][CH2:5][C:4]=2[CH:3]=1. (6) Given the reactants [CH3:1][C:2]1[C:7]([CH3:8])=[CH:6][C:5]([CH3:9])=[CH:4][C:3]=1[OH:10].[CH2:11]=[O:12].[Mg+2].[Cl-].[Cl-], predict the reaction product. The product is: [OH:10][C:3]1[C:4]([CH:11]=[O:12])=[C:5]([CH3:9])[CH:6]=[C:7]([CH3:8])[C:2]=1[CH3:1].